From a dataset of Merck oncology drug combination screen with 23,052 pairs across 39 cell lines. Regression. Given two drug SMILES strings and cell line genomic features, predict the synergy score measuring deviation from expected non-interaction effect. Drug 1: N.N.O=C(O)C1(C(=O)O)CCC1.[Pt]. Drug 2: O=C(CCCCCCC(=O)Nc1ccccc1)NO. Cell line: MDAMB436. Synergy scores: synergy=3.47.